This data is from CYP2D6 inhibition data for predicting drug metabolism from PubChem BioAssay. The task is: Regression/Classification. Given a drug SMILES string, predict its absorption, distribution, metabolism, or excretion properties. Task type varies by dataset: regression for continuous measurements (e.g., permeability, clearance, half-life) or binary classification for categorical outcomes (e.g., BBB penetration, CYP inhibition). Dataset: cyp2d6_veith. (1) The compound is O=C(c1ccco1)N1CCC2(CC1)CN(c1ncccn1)C2. The result is 0 (non-inhibitor). (2) The drug is O=c1c[n+](CC[n+]2cc(=O)o[nH]2)[nH]o1. The result is 0 (non-inhibitor). (3) The drug is Cc1occc1C(=O)NCc1ccccc1. The result is 0 (non-inhibitor). (4) The drug is O=C(CSc1nnc2c3ccccc3c3ccccc3c2n1)Nc1ccccc1F. The result is 1 (inhibitor). (5) The drug is COc1ccc(Nc2ncnc3sc(-c4ccccc4)cc23)cc1. The result is 1 (inhibitor). (6) The molecule is CN1C(=O)NC(c2ccc(O)cc2)C(C(=O)c2cccs2)C1(O)C(F)(F)F. The result is 0 (non-inhibitor). (7) The compound is C[C@@H]1[C@H]2CC[C@@H]3[C@@H]4CC=C5C[C@@H](N(C)C)CC[C@]5(C)[C@@H]4CC[C@]23CN1C. The result is 0 (non-inhibitor). (8) The drug is CN(C)C(=O)c1ccc(-c2ccc3ncnc(NC4CC4)c3c2)cc1. The result is 0 (non-inhibitor).